This data is from Catalyst prediction with 721,799 reactions and 888 catalyst types from USPTO. The task is: Predict which catalyst facilitates the given reaction. (1) Reactant: [CH3:1][C:2]([CH2:13][CH2:14][C:15](=[O:17])[CH3:16])([C:8]([O:10]CC)=[O:9])[C:3]([O:5][CH2:6][CH3:7])=[O:4].[OH-].[Na+]. Product: [CH2:6]([O:5][C:3]([C:2]([CH3:1])([CH2:13][CH2:14][C:15](=[O:17])[CH3:16])[C:8]([OH:10])=[O:9])=[O:4])[CH3:7]. The catalyst class is: 8. (2) Reactant: [CH2:1]([O:3][C:4]([C:6]1[N:7]=[C:8](I)[O:9][C:10]=1[C:11]1[CH:16]=[CH:15][C:14]([N:17]2[CH2:22][CH2:21][N:20]([C:23]([O:25][C:26]([CH3:29])([CH3:28])[CH3:27])=[O:24])[CH2:19][CH2:18]2)=[CH:13][CH:12]=1)=[O:5])[CH3:2].[NH2:31][C:32]1[C:33]([CH3:38])=[CH:34][CH:35]=[CH:36][CH:37]=1.C1(P(C2CCCCC2)C2C=CC=CC=2C2C(C(C)C)=CC(C(C)C)=CC=2C(C)C)CCCCC1.C(=O)([O-])[O-].[K+].[K+]. Product: [C:33]1([CH3:38])[C:32]([NH:31][C:8]2[O:9][C:10]([C:11]3[CH:16]=[CH:15][C:14]([N:17]4[CH2:22][CH2:21][N:20]([C:23]([O:25][C:26]([CH3:29])([CH3:28])[CH3:27])=[O:24])[CH2:19][CH2:18]4)=[CH:13][CH:12]=3)=[C:6]([C:4]([O:3][CH2:1][CH3:2])=[O:5])[N:7]=2)=[CH:37][CH:36]=[CH:35][CH:34]=1. The catalyst class is: 533. (3) Reactant: Br[C:2]1[N:3]([CH2:21][CH:22]2[O:26][CH2:25][CH2:24][O:23]2)[C:4]2[C:9]([C:10]=1[CH:11]1[CH2:16][CH2:15][CH2:14][CH2:13][CH2:12]1)=[CH:8][CH:7]=[C:6]([C:17]([O:19][CH3:20])=[O:18])[CH:5]=2.C([O-])([O-])=O.[Na+].[Na+].[CH:33]([C:35]1[CH:40]=[CH:39][CH:38]=[CH:37][C:36]=1B(O)O)=[O:34]. Product: [CH:11]1([C:10]2[C:9]3[C:4](=[CH:5][C:6]([C:17]([O:19][CH3:20])=[O:18])=[CH:7][CH:8]=3)[N:3]([CH2:21][CH:22]3[O:26][CH2:25][CH2:24][O:23]3)[C:2]=2[C:36]2[CH:37]=[CH:38][CH:39]=[CH:40][C:35]=2[CH:33]=[O:34])[CH2:16][CH2:15][CH2:14][CH2:13][CH2:12]1. The catalyst class is: 184. (4) The catalyst class is: 401. Product: [NH2:1][C:4]1[CH:5]=[C:6]([CH:11]=[CH:12][C:13]=1[NH:14][C:15]([O:17][C:18]([CH3:21])([CH3:20])[CH3:19])=[O:16])[C:7]([O:9][CH3:10])=[O:8]. Reactant: [N+:1]([C:4]1[CH:5]=[C:6]([CH:11]=[CH:12][C:13]=1[NH:14][C:15]([O:17][C:18]([CH3:21])([CH3:20])[CH3:19])=[O:16])[C:7]([O:9][CH3:10])=[O:8])([O-])=O.